Dataset: Forward reaction prediction with 1.9M reactions from USPTO patents (1976-2016). Task: Predict the product of the given reaction. (1) Given the reactants [NH2:1][C:2]1[CH:3]=[C:4]([CH:8]=[C:9]([CH:11]([CH3:15])[CH:12]([CH3:14])[CH3:13])[CH:10]=1)[C:5]([OH:7])=[O:6].[CH3:16][O:17][C:18]1[N:23]=[C:22]([O:24][CH3:25])[C:21]([C:26]2[CH:35]=[C:34]3[C:29]([C:30](Cl)=[C:31]([C:36]([NH2:38])=[O:37])[CH:32]=[N:33]3)=[CH:28][CH:27]=2)=[CH:20][N:19]=1, predict the reaction product. The product is: [NH2:38][C:36]([C:31]1[CH:32]=[N:33][C:34]2[C:29]([C:30]=1[NH:1][C:2]1[CH:3]=[C:4]([CH:8]=[C:9]([CH:11]([CH3:15])[CH:12]([CH3:14])[CH3:13])[CH:10]=1)[C:5]([OH:7])=[O:6])=[CH:28][CH:27]=[C:26]([C:21]1[C:22]([O:24][CH3:25])=[N:23][C:18]([O:17][CH3:16])=[N:19][CH:20]=1)[CH:35]=2)=[O:37]. (2) Given the reactants [F:1][C:2]1[CH:7]=[CH:6][C:5]([C:8]2[CH:13]=[N:12][NH:11][C:10](=O)[CH:9]=2)=[CH:4][CH:3]=1.P(Cl)(Cl)([Cl:17])=O, predict the reaction product. The product is: [Cl:17][C:10]1[N:11]=[N:12][CH:13]=[C:8]([C:5]2[CH:6]=[CH:7][C:2]([F:1])=[CH:3][CH:4]=2)[CH:9]=1. (3) Given the reactants [NH2:1][C:2]1[CH:7]=[CH:6][N:5]=[C:4]([Br:8])[CH:3]=1.Cl[C:10](OC1C=CC=CC=1)=[O:11].[CH3:19][C@H:20]1[CH2:25][NH:24][C@H:23]([CH3:26])[CH2:22][N:21]1[C:27]1[CH:34]=[CH:33][C:30]([C:31]#[N:32])=[C:29]([C:35]([F:38])([F:37])[F:36])[CH:28]=1, predict the reaction product. The product is: [Br:8][C:4]1[CH:3]=[C:2]([NH:1][C:10]([N:24]2[CH2:25][C@H:20]([CH3:19])[N:21]([C:27]3[CH:34]=[CH:33][C:30]([C:31]#[N:32])=[C:29]([C:35]([F:38])([F:37])[F:36])[CH:28]=3)[CH2:22][C@H:23]2[CH3:26])=[O:11])[CH:7]=[CH:6][N:5]=1. (4) Given the reactants [CH3:1][C:2]1[CH:14]=[CH:13][CH:12]=[C:11]([CH3:15])[C:3]=1[C:4]([O:6][CH2:7][CH2:8][O:9][CH3:10])=[O:5].S(Cl)([Cl:19])(=O)=O.CC(N=NC(C#N)(C)C)(C#N)C, predict the reaction product. The product is: [Cl:19][CH2:1][C:2]1[CH:14]=[CH:13][CH:12]=[C:11]([CH3:15])[C:3]=1[C:4]([O:6][CH2:7][CH2:8][O:9][CH3:10])=[O:5]. (5) Given the reactants [Br:1][C:2]1[CH:3]=[CH:4][C:5]([OH:22])=[C:6]([C:8](=[O:21])[CH2:9][C:10]([C:12]2[CH:17]=[CH:16][C:15]([N+:18]([O-:20])=[O:19])=[CH:14][CH:13]=2)=O)[CH:7]=1.S(=O)(=O)(O)O, predict the reaction product. The product is: [Br:1][C:2]1[CH:7]=[C:6]2[C:5](=[CH:4][CH:3]=1)[O:22][C:10]([C:12]1[CH:13]=[CH:14][C:15]([N+:18]([O-:20])=[O:19])=[CH:16][CH:17]=1)=[CH:9][C:8]2=[O:21]. (6) Given the reactants [CH3:1][C:2]([CH3:16])([CH3:15])[CH2:3][CH2:4][NH:5][C:6](=[O:14])[C:7]1[CH:12]=[CH:11][C:10]([OH:13])=[CH:9][CH:8]=1.[C:17]([Si:21]([CH3:38])([CH3:37])[O:22][CH:23]1[CH2:28][CH2:27][N:26]([C:29](N2C=C[N+](C)=C2)=[O:30])[CH2:25][CH2:24]1)([CH3:20])([CH3:19])[CH3:18].[I-], predict the reaction product. The product is: [CH3:1][C:2]([CH3:16])([CH3:15])[CH2:3][CH2:4][NH:5][C:6]([C:7]1[CH:8]=[CH:9][C:10]([O:13][C:29]([N:26]2[CH2:27][CH2:28][CH:23]([O:22][Si:21]([C:17]([CH3:20])([CH3:19])[CH3:18])([CH3:37])[CH3:38])[CH2:24][CH2:25]2)=[O:30])=[CH:11][CH:12]=1)=[O:14]. (7) The product is: [CH:20]([N:24]1[C:28]([I:29])=[CH:27][N:26]=[CH:25]1)([CH2:22][CH3:23])[CH3:21]. Given the reactants CN(CCN(C)C)C.[Li]CCCC.CCCCCC.[CH:20]([N:24]1[CH:28]=[CH:27][N:26]=[CH:25]1)([CH2:22][CH3:23])[CH3:21].[I:29]I, predict the reaction product.